This data is from Reaction yield outcomes from USPTO patents with 853,638 reactions. The task is: Predict the reaction yield, written as a fraction of the theoretical maximum amount of product (1.0 means a 100% yield; for example, 0.34 means a 34% yield). (1) The catalyst is CN1CCCC1=O.C(Cl)Cl. The yield is 0.850. The reactants are [C:1]([C:8]1[CH:17]=[CH:16][C:15]2[C:10](=[CH:11][CH:12]=[CH:13][CH:14]=2)[C:9]=1[O:18][CH2:19][C:20](O)=[O:21])([O:3][C:4]([CH3:7])([CH3:6])[CH3:5])=[O:2].Cl.[CH3:24][O:25][C:26](=[O:32])[C@H:27]([CH:29]([CH3:31])[CH3:30])[NH2:28].N1(OC(N(C)C)=[N+](C)C)C2N=CC=CC=2N=N1.C(N(C(C)C)CC)(C)C. The product is [CH3:24][O:25][C:26](=[O:32])[C@H:27]([CH:29]([CH3:31])[CH3:30])[NH:28][C:20](=[O:21])[CH2:19][O:18][C:9]1[C:10]2[C:15](=[CH:14][CH:13]=[CH:12][CH:11]=2)[CH:16]=[CH:17][C:8]=1[C:1]([O:3][C:4]([CH3:5])([CH3:7])[CH3:6])=[O:2]. (2) The reactants are [CH3:1][C:2]1[CH:7]=[CH:6][CH:5]=[CH:4][C:3]=1[CH2:8][C:9]([OH:11])=O.C(Cl)(=O)C(Cl)=O.[Br:18][C:19]1[CH:24]=[CH:23][C:22]([O:25]C)=[CH:21][CH:20]=1.[Al+3].[Cl-].[Cl-].[Cl-]. The catalyst is ClCCl.CN(C=O)C. The product is [Br:18][C:19]1[CH:20]=[CH:21][C:22]([OH:25])=[C:23]([C:9](=[O:11])[CH2:8][C:3]2[CH:4]=[CH:5][CH:6]=[CH:7][C:2]=2[CH3:1])[CH:24]=1. The yield is 0.330.